Dataset: Full USPTO retrosynthesis dataset with 1.9M reactions from patents (1976-2016). Task: Predict the reactants needed to synthesize the given product. (1) Given the product [N:1]1([C:20](=[O:21])[CH2:19][CH2:18][CH2:17][N:16]2[CH2:15][CH2:14][N:13]3[CH2:23][CH2:24][CH2:25][CH2:26][CH:12]3[CH2:11]2)[C:10]2[C:5](=[CH:6][CH:7]=[CH:8][CH:9]=2)[CH2:4][CH2:3][CH2:2]1, predict the reactants needed to synthesize it. The reactants are: [NH:1]1[C:10]2[C:5](=[CH:6][CH:7]=[CH:8][CH:9]=2)[CH2:4][CH2:3][CH2:2]1.[CH2:11]1[N:16]([CH2:17][CH2:18][CH2:19][C:20](O)=[O:21])[CH2:15][CH2:14][N:13]2[CH2:23][CH2:24][CH2:25][CH2:26][CH:12]12. (2) Given the product [Br:1][C:2]1[CH:7]=[CH:6][C:5]([C:8](=[O:10])/[CH:9]=[CH:18]/[C:13]2[CH:14]=[CH:15][CH:16]=[CH:17][N:12]=2)=[C:4]([OH:11])[CH:3]=1, predict the reactants needed to synthesize it. The reactants are: [Br:1][C:2]1[CH:7]=[CH:6][C:5]([C:8](=[O:10])[CH3:9])=[C:4]([OH:11])[CH:3]=1.[N:12]1[CH:17]=[CH:16][CH:15]=[CH:14][C:13]=1[CH:18]=O.[OH-].[K+]. (3) Given the product [C:25]([O:24][C:22]([NH:21][C@@:13]12[CH2:14][C:15]3([CH2:16][CH2:17]3)[CH2:18][C@@H:19]1[CH2:20][NH:11][CH2:12]2)=[O:23])([CH3:28])([CH3:26])[CH3:27], predict the reactants needed to synthesize it. The reactants are: C(OC([N:11]1[CH2:20][C@@H:19]2[C@@:13]([NH:21][C:22]([O:24][C:25]([CH3:28])([CH3:27])[CH3:26])=[O:23])([CH2:14][C:15]3([CH2:18]2)[CH2:17][CH2:16]3)[CH2:12]1)=O)C1C=CC=CC=1.[H][H]. (4) Given the product [CH2:1]([NH:8][C:9](=[O:55])[NH:10][C:11]1[CH:16]=[CH:15][C:14]([N:17]2[C:21]([CH3:22])=[CH:20][C:19]([C:23]([N:25]([CH2:30][CH2:31][CH2:32][CH3:33])[CH2:26][CH2:27][CH2:28][CH3:29])=[O:24])=[N:18]2)=[C:13]([C:34]([N:36]2[C@H:45]([CH2:46][OH:47])[CH2:44][C:43]3[C:38](=[CH:39][CH:40]=[CH:41][CH:42]=3)[CH2:37]2)=[O:35])[CH:12]=1)[C:2]1[CH:3]=[CH:4][CH:5]=[CH:6][CH:7]=1, predict the reactants needed to synthesize it. The reactants are: [CH2:1]([NH:8][C:9](=[O:55])[NH:10][C:11]1[CH:16]=[CH:15][C:14]([N:17]2[C:21]([CH3:22])=[CH:20][C:19]([C:23]([N:25]([CH2:30][CH2:31][CH2:32][CH3:33])[CH2:26][CH2:27][CH2:28][CH3:29])=[O:24])=[N:18]2)=[C:13]([C:34]([N:36]2[C@H:45]([CH2:46][O:47][Si](C(C)(C)C)(C)C)[CH2:44][C:43]3[C:38](=[CH:39][CH:40]=[CH:41][CH:42]=3)[CH2:37]2)=[O:35])[CH:12]=1)[C:2]1[CH:7]=[CH:6][CH:5]=[CH:4][CH:3]=1.Cl.C([O-])(O)=O.[Na+]. (5) Given the product [C:1]([NH:4][C:5]1[CH:6]=[C:7]([C:11]2[N:16]=[C:15]([C:29]3[CH:28]=[CH:27][CH:26]=[C:25]([OH:24])[CH:30]=3)[CH:14]=[C:13]([N:18]3[CH2:23][CH2:22][O:21][CH2:20][CH2:19]3)[N:12]=2)[CH:8]=[CH:9][CH:10]=1)(=[O:3])[CH3:2], predict the reactants needed to synthesize it. The reactants are: [C:1]([NH:4][C:5]1[CH:6]=[C:7]([C:11]2[N:16]=[C:15](Br)[CH:14]=[C:13]([N:18]3[CH2:23][CH2:22][O:21][CH2:20][CH2:19]3)[N:12]=2)[CH:8]=[CH:9][CH:10]=1)(=[O:3])[CH3:2].[OH:24][C:25]1[CH:26]=[C:27](B(O)O)[CH:28]=[CH:29][CH:30]=1.C(=O)(O)[O-].[Na+]. (6) The reactants are: [OH:1][CH2:2][CH:3]1[CH2:8][CH2:7][N:6]([C:9]([O:11][C:12]([CH3:15])([CH3:14])[CH3:13])=[O:10])[CH2:5][CH2:4]1.C(N(C(C)C)CC)(C)C.ClC(Cl)(O[C:29](=[O:35])OC(Cl)(Cl)Cl)Cl.[C:37]1([C:43]2[N:44]=[C:45]([C:48]3[CH:54]=[CH:53][CH:52]=[CH:51][C:49]=3[NH2:50])[S:46][CH:47]=2)[CH:42]=[CH:41][CH:40]=[CH:39][CH:38]=1.C(=O)(O)[O-].[Na+]. Given the product [C:37]1([C:43]2[N:44]=[C:45]([C:48]3[CH:54]=[CH:53][CH:52]=[CH:51][C:49]=3[NH:50][C:29]([O:1][CH2:2][CH:3]3[CH2:8][CH2:7][N:6]([C:9]([O:11][C:12]([CH3:15])([CH3:14])[CH3:13])=[O:10])[CH2:5][CH2:4]3)=[O:35])[S:46][CH:47]=2)[CH:38]=[CH:39][CH:40]=[CH:41][CH:42]=1, predict the reactants needed to synthesize it. (7) The reactants are: [F:1][C:2]([F:14])([F:13])[O:3][C:4]1[CH:5]=[C:6]([CH:10]=[CH:11][CH:12]=1)[C:7]([OH:9])=[O:8].[N+:15]([O-])([O-:17])=[O:16].[K+]. Given the product [N+:15]([C:10]1[CH:11]=[CH:12][C:4]([O:3][C:2]([F:13])([F:14])[F:1])=[CH:5][C:6]=1[C:7]([OH:9])=[O:8])([O-:17])=[O:16], predict the reactants needed to synthesize it. (8) Given the product [O:1]1[C:5]2[CH:6]=[CH:7][C:8]([C:10]3[O:14][C:13]([CH2:15][CH2:16][C:17]([N:22]([O:23][CH3:24])[CH3:21])=[O:19])=[N:12][N:11]=3)=[CH:9][C:4]=2[CH2:3][CH2:2]1, predict the reactants needed to synthesize it. The reactants are: [O:1]1[C:5]2[CH:6]=[CH:7][C:8]([C:10]3[O:14][C:13]([CH2:15][CH2:16][C:17]([OH:19])=O)=[N:12][N:11]=3)=[CH:9][C:4]=2[CH2:3][CH2:2]1.Cl.[CH3:21][NH:22][O:23][CH3:24].C(N(CC)CC)C.Cl.CN(C)CCCN=C=NCC.ON1C2C=CC=CC=2N=N1. (9) Given the product [C:1]([O:5][C:6]([N:8]1[CH2:11][C:10]([CH3:12])([N:13]2[C:29]3[C:16](=[CH:17][C:18]4[O:19][CH2:20][C:21]5[N:26]([C:27]=4[CH:28]=3)[C@H:25]([CH3:30])[C:24](=[O:31])[NH:23][N:22]=5)[C:15]([CH:33]=[CH2:34])=[CH:14]2)[CH2:9]1)=[O:7])([CH3:4])([CH3:3])[CH3:2], predict the reactants needed to synthesize it. The reactants are: [C:1]([O:5][C:6]([N:8]1[CH2:11][C:10]([N:13]2[C:29]3[C:16](=[CH:17][C:18]4[O:19][CH2:20][C:21]5[N:26]([C:27]=4[CH:28]=3)[C@H:25]([CH3:30])[C:24](=[O:31])[NH:23][N:22]=5)[C:15](I)=[CH:14]2)([CH3:12])[CH2:9]1)=[O:7])([CH3:4])([CH3:3])[CH3:2].[CH3:33][C:34]1(C)C(C)(C)OB(C=C)O1.C([O-])([O-])=O.[K+].[K+].C(Cl)Cl. (10) Given the product [N+:33]([C:31]1[N:30]=[C:29]2[N:28]([CH:32]=1)[CH2:27][CH:8]([CH2:9][N:10]1[CH2:15][CH2:14][N:13]([C:16]3[CH:21]=[CH:20][C:19]([O:22][C:23]([F:24])([F:25])[F:26])=[CH:18][CH:17]=3)[CH2:12][CH2:11]1)[CH2:7][O:6]2)([O-:35])=[O:34], predict the reactants needed to synthesize it. The reactants are: C([Si](C)(C)[O:6][CH2:7][CH:8]([CH2:27][N:28]1[CH:32]=[C:31]([N+:33]([O-:35])=[O:34])[N:30]=[C:29]1Cl)[CH2:9][N:10]1[CH2:15][CH2:14][N:13]([C:16]2[CH:21]=[CH:20][C:19]([O:22][C:23]([F:26])([F:25])[F:24])=[CH:18][CH:17]=2)[CH2:12][CH2:11]1)(C)(C)C.CCCC[N+](CCCC)(CCCC)CCCC.[F-].